From a dataset of Full USPTO retrosynthesis dataset with 1.9M reactions from patents (1976-2016). Predict the reactants needed to synthesize the given product. (1) Given the product [N+:25]([CH2:2][CH2:3][C:4]([C:6]1[CH:11]=[CH:10][C:9]([CH2:12][CH2:13][CH2:14][CH2:15][CH2:16][CH2:17][CH2:18][CH3:19])=[CH:8][CH:7]=1)=[O:5])([O-:27])=[O:26], predict the reactants needed to synthesize it. The reactants are: Cl[CH2:2][CH2:3][C:4]([C:6]1[CH:11]=[CH:10][C:9]([CH2:12][CH2:13][CH2:14][CH2:15][CH2:16][CH2:17][CH2:18][CH3:19])=[CH:8][CH:7]=1)=[O:5].CN(C)C=O.[N:25]([O-:27])=[O:26].[Na+].O. (2) Given the product [CH3:1][O:2][C:3]1[CH:15]=[C:14]([O:16][CH3:17])[CH:13]=[CH:12][C:4]=1[CH2:5][N:6]([C:7]1[S:11][N:10]=[CH:9][N:8]=1)[S:29]([C:32]1[CH:33]=[C:34]2[C:38](=[CH:39][C:40]=1[F:41])[NH:37][N:36]=[CH:35]2)(=[O:30])=[O:31], predict the reactants needed to synthesize it. The reactants are: [CH3:1][O:2][C:3]1[CH:15]=[C:14]([O:16][CH3:17])[CH:13]=[CH:12][C:4]=1[CH2:5][NH:6][C:7]1[S:11][N:10]=[CH:9][N:8]=1.[Li+].C[Si]([N-][Si](C)(C)C)(C)C.Cl[S:29]([C:32]1[CH:33]=[C:34]2[C:38](=[CH:39][C:40]=1[F:41])[N:37](CC1C=CC=C3C=1CN(C(OC(C)(C)C)=O)CC3)[N:36]=[CH:35]2)(=[O:31])=[O:30]. (3) Given the product [Cl:25][C:4]1[CH:5]=[C:6]([C:8]2[NH:9][C:10]3[C:15]([CH:16]=2)=[C:14]([F:17])[CH:13]=[CH:12][CH:11]=3)[N:7]=[C:2]([NH2:1])[CH:3]=1, predict the reactants needed to synthesize it. The reactants are: [NH2:1][C:2]1[N:7]=[C:6]([C:8]2[N:9](C(OC(C)(C)C)=O)[C:10]3[C:15]([CH:16]=2)=[C:14]([F:17])[CH:13]=[CH:12][CH:11]=3)[CH:5]=[C:4]([Cl:25])[CH:3]=1.C(O)(C(F)(F)F)=O.C([O-])([O-])=O.[K+].[K+]. (4) Given the product [Cl:9][C:6]1[C:7]2[O:8][CH2:24][C:25](=[O:26])[NH:1][C:2]=2[N:3]=[C:4]([C:10]2[CH:15]=[CH:14][CH:13]=[C:12]([F:16])[CH:11]=2)[N:5]=1, predict the reactants needed to synthesize it. The reactants are: [NH2:1][C:2]1[C:7]([OH:8])=[C:6]([Cl:9])[N:5]=[C:4]([C:10]2[CH:15]=[CH:14][CH:13]=[C:12]([F:16])[CH:11]=2)[N:3]=1.C([O-])([O-])=O.[K+].[K+].Cl[CH2:24][C:25](Cl)=[O:26]. (5) Given the product [CH3:15][C:11]1[N:10]=[C:9]([N:1]2[CH2:4][CH:3]([CH2:5][CH2:6][OH:7])[CH2:2]2)[CH:14]=[CH:13][CH:12]=1, predict the reactants needed to synthesize it. The reactants are: [NH:1]1[CH2:4][CH:3]([CH2:5][CH2:6][OH:7])[CH2:2]1.F[C:9]1[CH:14]=[CH:13][CH:12]=[C:11]([CH3:15])[N:10]=1.C(N(CC)CC)C.